This data is from Reaction yield outcomes from USPTO patents with 853,638 reactions. The task is: Predict the reaction yield, written as a fraction of the theoretical maximum amount of product (1.0 means a 100% yield; for example, 0.34 means a 34% yield). The catalyst is C(O)C.[Pd]. The product is [NH2:1][C:4]1[CH:5]=[C:6]2[C:11](=[CH:12][CH:13]=1)[N:10]=[C:9]([C:14]([O:16][CH2:17][CH3:18])=[O:15])[CH:8]=[N:7]2. The yield is 0.660. The reactants are [N+:1]([C:4]1[CH:5]=[C:6]2[C:11](=[CH:12][CH:13]=1)[N:10]=[C:9]([C:14]([O:16][CH2:17][CH3:18])=[O:15])[CH:8]=[N:7]2)([O-])=O.